Dataset: Forward reaction prediction with 1.9M reactions from USPTO patents (1976-2016). Task: Predict the product of the given reaction. (1) Given the reactants [NH2:1][C:2]1[N:3]=[CH:4][C:5]([C:8]2[C:9]([F:19])=[C:10]([OH:18])[C:11]([CH:14]3[CH2:17][CH2:16][CH2:15]3)=[CH:12][CH:13]=2)=[N:6][CH:7]=1.Br[CH2:21][C:22]1[CH:27]=[CH:26][C:25]([F:28])=[C:24]([F:29])[CH:23]=1, predict the reaction product. The product is: [CH:14]1([C:11]2[CH:12]=[CH:13][C:8]([C:5]3[N:6]=[CH:7][C:2]([NH2:1])=[N:3][CH:4]=3)=[C:9]([F:19])[C:10]=2[O:18][CH2:21][C:22]2[CH:27]=[CH:26][C:25]([F:28])=[C:24]([F:29])[CH:23]=2)[CH2:15][CH2:16][CH2:17]1. (2) Given the reactants [Cl:1][C:2]1[C:7]2[C:8]([CH:11]3[CH2:13][CH2:12]3)=[N:9][O:10][C:6]=2[CH:5]=[C:4]([O:14]C)[CH:3]=1.B(Br)(Br)Br.CO, predict the reaction product. The product is: [Cl:1][C:2]1[C:7]2[C:8]([CH:11]3[CH2:12][CH2:13]3)=[N:9][O:10][C:6]=2[CH:5]=[C:4]([OH:14])[CH:3]=1.